Dataset: Experimentally validated miRNA-target interactions with 360,000+ pairs, plus equal number of negative samples. Task: Binary Classification. Given a miRNA mature sequence and a target amino acid sequence, predict their likelihood of interaction. (1) The miRNA is hsa-miR-5188 with sequence AAUCGGACCCAUUUAAACCGGAG. Result: 0 (no interaction). The protein sequence of the target gene is MDEEENHYVSQLREVYSSCDTTGTGFLDRQELTQLCLKLHLEQQLPVLLQTLLGNDHFARVNFEEFKEGFVAVLSSNAGVRPSDEDSSSLESAASSAIPPKYVNGSKWYGRRSRPELCDAATEARRVPEQQTQASLKSHLWRSASLESVESPKSDEEAESTKEAQNELFEAQGQLQTWDSEDFGSPQKSCSPSFDTPESQIRGVWEELGVGSSGHLSEQELAVVCQSVGLQGLEKEELEDLFNKLDQDGDGKVSLEEFQLGLFSHEPALLLESSTRVKPSKAWSHYQVPEESGCHTTTTS.... (2) The miRNA is mmu-miR-18b-5p with sequence UAAGGUGCAUCUAGUGCUGUUAG. The protein sequence of the target gene is MRARRGLLRLPRRSLLAALFFFSLSSSLLYFVYVAPGIVNTYLFMVQAQGILLRDNVRTIGAQVYEQVVRSAYAKRNSSLNDSDYPLDLNHSEAFPPTTTFLPEDFTYFANHPCPERLPSMKGPIDINMSEIAMDDIHELFSRDPAIKLGGHWKPADCVPRWKVAILIPFRNRHEHLPVLLRHLLPMLQRQRLQFAFYVIEQVGTQPFNRAMLFNVGFQEAMKDLDWDCLIFHDVDHIPESDRNYYGCGQMPRHFATKLDKYMYLLPYTEFFGGVSGLTVEQFRKINGFPNAFWGWGGED.... Result: 0 (no interaction). (3) The miRNA is hsa-miR-1909-3p with sequence CGCAGGGGCCGGGUGCUCACCG. The protein sequence of the target gene is MAKDSPSPLGASPKKPGCSSPAAAVLENQRRELEKLRAELEAERAGWRAERRRFAARERQLREEAERERRQLADRLRSKWEAQRSRELRQLQEEMQREREAEIRQLLRWKEAEQRQLQQLLHRERDGVVRQARELQRQLAEELVNRGHCSRPGASEVSAAQCRCRLQEVLAQLRWQTDGEQAARIRYLQAALEVERQLFLKYILAHFRGHPALSGSPDPQAVHSLEEPLPQTSSGSCHAPKPACQLGSLDSLSAEVGVRSRSLGLVSSACSSSPDGLLSTHASSLDCFAPACSRSLDSTR.... Result: 1 (interaction).